Dataset: Full USPTO retrosynthesis dataset with 1.9M reactions from patents (1976-2016). Task: Predict the reactants needed to synthesize the given product. (1) Given the product [C:1]([O:5][C:6]([N:8]1[CH2:13][CH2:12][N:11]([CH3:19])[CH:10]([C:14]([NH2:16])=[O:15])[CH2:9]1)=[O:7])([CH3:4])([CH3:2])[CH3:3], predict the reactants needed to synthesize it. The reactants are: [C:1]([O:5][C:6]([N:8]1[CH2:13][CH2:12][NH:11][CH:10]([C:14]([NH2:16])=[O:15])[CH2:9]1)=[O:7])([CH3:4])([CH3:3])[CH3:2].C=O.[C:19](O[BH-](OC(=O)C)OC(=O)C)(=O)C.[Na+]. (2) The reactants are: [CH3:1][O:2][C:3]1[CH:8]=[CH:7][C:6]([CH2:9][CH2:10][NH2:11])=[CH:5][C:4]=1[CH3:12].[CH:13]1([CH:16]=O)[CH2:15][CH2:14]1. Given the product [CH:13]1([CH2:16][NH:11][CH2:10][CH2:9][C:6]2[CH:7]=[CH:8][C:3]([O:2][CH3:1])=[C:4]([CH3:12])[CH:5]=2)[CH2:15][CH2:14]1, predict the reactants needed to synthesize it. (3) Given the product [CH3:14][P:15]([NH:6][C:5]1[CH:7]=[CH:8][CH:2]=[CH:3][C:4]=1[O:9][C:10]([F:13])([F:12])[F:11])([CH3:16])=[O:17], predict the reactants needed to synthesize it. The reactants are: I[C:2]1[CH:8]=[CH:7][C:5]([NH2:6])=[C:4]([O:9][C:10]([F:13])([F:12])[F:11])[CH:3]=1.[CH3:14][PH:15](=[O:17])[CH3:16].CC1(C)C2C(=C(P(C3C=CC=CC=3)C3C=CC=CC=3)C=CC=2)OC2C(P(C3C=CC=CC=3)C3C=CC=CC=3)=CC=CC1=2.P([O-])([O-])([O-])=O.[K+].[K+].[K+]. (4) Given the product [CH:20]([C:19]1[CH:22]=[CH:23][C:16]([C:7]2[CH:8]=[CH:9][C:4]([O:3][CH2:1][CH3:2])=[CH:5][CH:6]=2)=[CH:17][CH:18]=1)=[O:21], predict the reactants needed to synthesize it. The reactants are: [CH2:1]([O:3][C:4]1[CH:9]=[CH:8][C:7](B(O)O)=[CH:6][CH:5]=1)[CH3:2].[F-].[K+].Br[C:16]1[CH:23]=[CH:22][C:19]([CH:20]=[O:21])=[CH:18][CH:17]=1. (5) Given the product [C:15]([C:13]1[CH:12]=[CH:11][C:10]([F:17])=[C:9]([CH:14]=1)[C:8]([NH:7][CH2:6][C:5]1[CH:19]=[CH:20][C:2]([Cl:1])=[C:3]([O:21][CH3:22])[CH:4]=1)=[O:18])(=[O:26])[CH3:16], predict the reactants needed to synthesize it. The reactants are: [Cl:1][C:2]1[CH:20]=[CH:19][C:5]([CH2:6][NH:7][C:8](=[O:18])[C:9]2[CH:14]=[C:13]([CH:15]=[CH2:16])[CH:12]=[CH:11][C:10]=2[F:17])=[CH:4][C:3]=1[O:21][CH3:22].CN(C)C=[O:26]. (6) Given the product [Br:1][C:2]1[CH:7]=[CH:6][C:5]([CH3:8])=[CH:4][C:3]=1[CH2:9][C:10]1[N:19]([C:13]2[CH:14]=[CH:15][CH:16]=[CH:17][CH:18]=2)[C:20](=[S:23])[NH:21][N:22]=1, predict the reactants needed to synthesize it. The reactants are: [Br:1][C:2]1[CH:7]=[CH:6][C:5]([CH3:8])=[CH:4][C:3]=1[CH2:9][C:10](O)=O.[C:13]1([NH:19][C:20](=[S:23])[NH:21][NH2:22])[CH:18]=[CH:17][CH:16]=[CH:15][CH:14]=1. (7) Given the product [CH2:13]([C:17]1[N:22]2[N:23]=[CH:24][N:25]=[C:21]2[N:20]([CH:26]2[CH2:27][CH2:28][C:29]3([O:33][CH2:32][CH2:31][O:30]3)[CH2:34][CH2:35]2)[C:19](=[O:36])[C:18]=1[CH2:37][C:38]1[CH:39]=[CH:40][C:41]([C:44]2[CH:49]=[CH:48][CH:47]=[CH:46][C:45]=2[C:50]2[NH:3][C:4](=[O:7])[O:5][N:51]=2)=[CH:42][CH:43]=1)[CH2:14][CH2:15][CH3:16], predict the reactants needed to synthesize it. The reactants are: [Cl-].O[NH3+:3].[C:4](=[O:7])([O-])[OH:5].[Na+].CS(C)=O.[CH2:13]([C:17]1[N:22]2[N:23]=[CH:24][N:25]=[C:21]2[N:20]([CH:26]2[CH2:35][CH2:34][C:29]3([O:33][CH2:32][CH2:31][O:30]3)[CH2:28][CH2:27]2)[C:19](=[O:36])[C:18]=1[CH2:37][C:38]1[CH:43]=[CH:42][C:41]([C:44]2[C:45]([C:50]#[N:51])=[CH:46][CH:47]=[CH:48][CH:49]=2)=[CH:40][CH:39]=1)[CH2:14][CH2:15][CH3:16]. (8) Given the product [ClH:31].[NH:8]1[CH2:11][CH:10]([NH:12][C:13]2[C:22]3[C:17](=[CH:18][CH:19]=[CH:20][CH:21]=3)[N:16]([CH2:23][CH2:24][O:25][CH2:26][CH3:27])[C:15](=[O:28])[C:14]=2[C:29]#[N:30])[CH2:9]1, predict the reactants needed to synthesize it. The reactants are: C(OC([N:8]1[CH2:11][CH:10]([NH:12][C:13]2[C:22]3[C:17](=[CH:18][CH:19]=[CH:20][CH:21]=3)[N:16]([CH2:23][CH2:24][O:25][CH2:26][CH3:27])[C:15](=[O:28])[C:14]=2[C:29]#[N:30])[CH2:9]1)=O)(C)(C)C.[ClH:31].